This data is from Reaction yield outcomes from USPTO patents with 853,638 reactions. The task is: Predict the reaction yield, written as a fraction of the theoretical maximum amount of product (1.0 means a 100% yield; for example, 0.34 means a 34% yield). The reactants are O[C@@H](C(C)C)C(O)=O.O1B([C@@H](NC(=O)C[NH:23][C:24](=[O:33])[C:25]2[CH:30]=[C:29](Cl)[CH:28]=[CH:27][C:26]=2Cl)CC(C)C)OB([C@@H](NC(=O)C[NH:23][C:24](=[O:33])[C:25]2[CH:30]=[C:29](Cl)[CH:28]=[CH:27][C:26]=2Cl)CC(C)C)OB1[C@@H](NC(=O)C[NH:23][C:24](=[O:33])[C:25]1[CH:30]=[C:29](Cl)[CH:28]=[CH:27][C:26]=1Cl)CC(C)C. The catalyst is CCOC(C)=O. The product is [C:24]([NH2:23])(=[O:33])[C:25]1[CH:30]=[CH:29][CH:28]=[CH:27][CH:26]=1. The yield is 0.990.